This data is from Forward reaction prediction with 1.9M reactions from USPTO patents (1976-2016). The task is: Predict the product of the given reaction. (1) Given the reactants [CH3:1][O:2][C:3](=[O:16])[CH:4]([CH:13]([CH3:15])[CH3:14])[CH2:5][CH:6](OCC)[O:7]CC, predict the reaction product. The product is: [CH:6]([CH2:5][CH:4]([CH:13]([CH3:15])[CH3:14])[C:3]([O:2][CH3:1])=[O:16])=[O:7]. (2) Given the reactants FC(F)(F)C1(C([O:9][C:10]2[CH:15]=[CH:14][C:13]([C:16]3[CH:21]=[CH:20][C:19]([O:22][CH2:23][CH:24]4[CH2:29][CH2:28][N:27]([C:30]([C:32]5([C:36]([F:39])([F:38])[F:37])[CH2:35][CH2:34][CH2:33]5)=O)[CH2:26][CH2:25]4)=[CH:18][C:17]=3[F:40])=[CH:12][CH:11]=2)=O)CCC1.[H-].[H-].[H-].[H-].[Li+].[Al+3].O, predict the reaction product. The product is: [F:40][C:17]1[CH:18]=[C:19]([O:22][CH2:23][CH:24]2[CH2:25][CH2:26][N:27]([CH2:30][C:32]3([C:36]([F:37])([F:38])[F:39])[CH2:35][CH2:34][CH2:33]3)[CH2:28][CH2:29]2)[CH:20]=[CH:21][C:16]=1[C:13]1[CH:12]=[CH:11][C:10]([OH:9])=[CH:15][CH:14]=1. (3) Given the reactants [Br:1][C:2]1[CH:7]=[CH:6][C:5]([OH:8])=[C:4]([N+:9]([O-:11])=[O:10])[CH:3]=1.Cl.C(=O)([O-])[O-].[Cs+].[Cs+].[I-].[K+].Cl[CH2:22][CH2:23][N:24]([CH3:26])[CH3:25], predict the reaction product. The product is: [Br:1][C:2]1[CH:7]=[CH:6][C:5]([O:8][CH2:22][CH2:23][N:24]([CH3:26])[CH3:25])=[C:4]([N+:9]([O-:11])=[O:10])[CH:3]=1.